From a dataset of Reaction yield outcomes from USPTO patents with 853,638 reactions. Predict the reaction yield, written as a fraction of the theoretical maximum amount of product (1.0 means a 100% yield; for example, 0.34 means a 34% yield). (1) The yield is 0.350. The catalyst is CS(C)=O.[Cu]I. The reactants are Br[C:2]1[CH:7]=[CH:6][C:5]([C:8]2[N:12]=[CH:11][N:10]([C:13]3[CH:18]=[CH:17][C:16]([O:19][C:20]([F:23])([F:22])[F:21])=[CH:15][CH:14]=3)[N:9]=2)=[CH:4][CH:3]=1.P([O-])([O-])([O-])=O.[K+].[K+].[K+].CC(=O)[CH2:34][C:35](=[O:37])[CH3:36]. The product is [F:21][C:20]([F:23])([F:22])[O:19][C:16]1[CH:17]=[CH:18][C:13]([N:10]2[CH:11]=[N:12][C:8]([C:5]3[CH:6]=[CH:7][C:2]([CH2:34][C:35](=[O:37])[CH3:36])=[CH:3][CH:4]=3)=[N:9]2)=[CH:14][CH:15]=1. (2) The reactants are [CH3:1][CH:2]1[CH2:7][CH2:6][N:5]([C:8]2[CH:13]=[C:12]([CH:14]3[CH2:19][CH2:18][NH:17][CH2:16][CH2:15]3)[CH:11]=[CH:10][C:9]=2[NH:20][C:21]([C:23]2[O:24][C:25]([C:28]#[N:29])=[CH:26][CH:27]=2)=[O:22])[CH2:4][CH2:3]1.CCN(CC)CC.[C:37](OC(=O)C)(=[O:39])[CH3:38]. The catalyst is C(Cl)Cl. The product is [C:37]([N:17]1[CH2:16][CH2:15][CH:14]([C:12]2[CH:11]=[CH:10][C:9]([NH:20][C:21]([C:23]3[O:24][C:25]([C:28]#[N:29])=[CH:26][CH:27]=3)=[O:22])=[C:8]([N:5]3[CH2:6][CH2:7][CH:2]([CH3:1])[CH2:3][CH2:4]3)[CH:13]=2)[CH2:19][CH2:18]1)(=[O:39])[CH3:38]. The yield is 0.750. (3) The reactants are [N+:1]([C:4]1[CH:9]=[CH:8][C:7]([N:10]2[CH2:15][CH2:14][NH:13][CH2:12][CH2:11]2)=[CH:6][CH:5]=1)([O-:3])=[O:2].C(N(CC)CC)C.[CH2:23]([S:25](Cl)(=[O:27])=[O:26])[CH3:24].C(=O)(O)[O-].[Na+]. The catalyst is ClCCl. The product is [N+:1]([C:4]1[CH:5]=[CH:6][C:7]([N:10]2[CH2:15][CH2:14][N:13]([S:25]([CH2:23][CH3:24])(=[O:27])=[O:26])[CH2:12][CH2:11]2)=[CH:8][CH:9]=1)([O-:3])=[O:2]. The yield is 1.00.